This data is from Full USPTO retrosynthesis dataset with 1.9M reactions from patents (1976-2016). The task is: Predict the reactants needed to synthesize the given product. Given the product [NH2:29][C:7]1[C:2]([Br:1])=[C:3]([O:18][C:19]2[C:24]([CH3:25])=[CH:23][C:22]([C:26]#[N:27])=[CH:21][C:20]=2[CH3:28])[N:4]=[C:5]([NH:9][C:10]2[CH:17]=[CH:16][C:13]([C:14]#[N:15])=[CH:12][CH:11]=2)[N:6]=1, predict the reactants needed to synthesize it. The reactants are: [Br:1][C:2]1[C:3]([O:18][C:19]2[C:24]([CH3:25])=[CH:23][C:22]([C:26]#[N:27])=[CH:21][C:20]=2[CH3:28])=[N:4][C:5]([NH:9][C:10]2[CH:17]=[CH:16][C:13]([C:14]#[N:15])=[CH:12][CH:11]=2)=[N:6][C:7]=1Cl.[NH3:29].O1CCOCC1.